Dataset: Forward reaction prediction with 1.9M reactions from USPTO patents (1976-2016). Task: Predict the product of the given reaction. (1) Given the reactants FC(F)(F)C(O)=O.C(OC(=O)[NH:14][C:15]1[CH:20]=[C:19]([Cl:21])[C:18]([O:22][CH3:23])=[CH:17][C:16]=1[O:24][CH2:25][C:26]([N:28]1[CH2:33][CH2:32][CH:31]([O:34][C:35]2[CH:40]=[CH:39][C:38]([F:41])=[CH:37][CH:36]=2)[CH2:30][CH2:29]1)=[O:27])(C)(C)C, predict the reaction product. The product is: [NH2:14][C:15]1[CH:20]=[C:19]([Cl:21])[C:18]([O:22][CH3:23])=[CH:17][C:16]=1[O:24][CH2:25][C:26]([N:28]1[CH2:29][CH2:30][CH:31]([O:34][C:35]2[CH:36]=[CH:37][C:38]([F:41])=[CH:39][CH:40]=2)[CH2:32][CH2:33]1)=[O:27]. (2) Given the reactants CO[C:3](=O)[CH2:4][C:5]1[CH:10]=[CH:9][C:8]([OH:11])=[C:7]([OH:12])[CH:6]=1.[H-].[Al+3].[Li+].[H-].[H-].[H-].Cl.C1C[O:24][CH2:23]C1, predict the reaction product. The product is: [CH:10]1[C:5]([CH2:4][CH2:3][CH2:23][OH:24])=[CH:6][C:7]([OH:12])=[C:8]([OH:11])[CH:9]=1. (3) Given the reactants [Br:1][C:2]1[S:6][C:5]([CH:7]2[CH2:12][CH2:11][N:10]([C:13](=[O:24])[CH2:14][N:15]3[C:19]4=[N:20][CH:21]=[CH:22][CH:23]=[C:18]4[N:17]=[CH:16]3)[CH2:9][CH2:8]2)=[N:4][C:3]=1[C:25]1[CH:30]=[C:29]([C:31]([CH3:34])([CH3:33])[CH3:32])[C:28]([O:35]C)=[C:27]([C:37]([CH3:40])([CH3:39])[CH3:38])[CH:26]=1.BrBr.C(N(C(C)C)CC)(C)C.CCN=C=NCCCN(C)C, predict the reaction product. The product is: [Br:1][C:2]1[S:6][C:5]([CH:7]2[CH2:12][CH2:11][N:10]([C:13](=[O:24])[CH2:14][N:15]3[C:19]4=[N:20][CH:21]=[CH:22][CH:23]=[C:18]4[N:17]=[CH:16]3)[CH2:9][CH2:8]2)=[N:4][C:3]=1[C:25]1[CH:30]=[C:29]([C:31]([CH3:32])([CH3:33])[CH3:34])[C:28]([OH:35])=[C:27]([C:37]([CH3:40])([CH3:39])[CH3:38])[CH:26]=1. (4) Given the reactants [CH2:1]([N:3]1[CH:7]=[C:6]([CH:8]([CH:10]2[CH2:15][CH2:14][NH:13][CH2:12][CH2:11]2)[OH:9])[N:5]=[C:4]1[C:16]1[C:25]2[C:20](=[CH:21][CH:22]=[CH:23][CH:24]=2)[CH:19]=[CH:18][CH:17]=1)[CH3:2].[C:26]1(=O)[CH2:29][CH2:28][CH2:27]1.[BH-](OC(C)=O)(OC(C)=O)OC(C)=O.[Na+].C(O)(=O)C, predict the reaction product. The product is: [CH:26]1([N:13]2[CH2:12][CH2:11][CH:10]([CH:8]([C:6]3[N:5]=[C:4]([C:16]4[C:25]5[C:20](=[CH:21][CH:22]=[CH:23][CH:24]=5)[CH:19]=[CH:18][CH:17]=4)[N:3]([CH2:1][CH3:2])[CH:7]=3)[OH:9])[CH2:15][CH2:14]2)[CH2:29][CH2:28][CH2:27]1. (5) Given the reactants [OH:1][CH:2]([CH2:22][OH:23])[CH2:3][N:4]1[CH:9]=[CH:8][C:7](=[O:10])[C:6]([O:11][CH2:12][C:13]2[CH:18]=[CH:17][CH:16]=[CH:15][CH:14]=2)=[C:5]1[C:19]([OH:21])=[O:20].[C:24]([O-])(O)=O.[Na+].S(OC)(OC)(=O)=O.Cl.[Na+].[Cl-], predict the reaction product. The product is: [OH:1][CH:2]([CH2:22][OH:23])[CH2:3][N:4]1[CH:9]=[CH:8][C:7](=[O:10])[C:6]([O:11][CH2:12][C:13]2[CH:14]=[CH:15][CH:16]=[CH:17][CH:18]=2)=[C:5]1[C:19]([O:21][CH3:24])=[O:20].